From a dataset of Forward reaction prediction with 1.9M reactions from USPTO patents (1976-2016). Predict the product of the given reaction. (1) Given the reactants [Br:1][C:2]1[CH:3]=[CH:4][C:5]([F:13])=[C:6]([C:8](=O)[CH:9]([F:11])[F:10])[CH:7]=1.[CH3:14][C:15]([O:18][C:19](=[O:40])[N:20]=P(C1C=CC=CC=1)(C1C=CC=CC=1)C1C=CC=CC=1)([CH3:17])[CH3:16].CCCCCC.C1(P(=O)(C2C=CC=CC=2)C2C=CC=CC=2)C=CC=CC=1, predict the reaction product. The product is: [C:15]([O:18][C:19](=[O:40])/[N:20]=[C:8](/[C:6]1[CH:7]=[C:2]([Br:1])[CH:3]=[CH:4][C:5]=1[F:13])\[CH:9]([F:11])[F:10])([CH3:17])([CH3:16])[CH3:14]. (2) Given the reactants B(Br)(Br)Br.[F:5][C:6]1[C:15]2[C:10](=[CH:11][C:12]([C:16]([O:18]C)=[O:17])=[CH:13][CH:14]=2)[C:9]([C:20]2[C:25]([O:26]C)=[CH:24][CH:23]=[CH:22][C:21]=2[F:28])=[N:8][CH:7]=1.ClCCl, predict the reaction product. The product is: [F:5][C:6]1[C:15]2[C:10](=[CH:11][C:12]([C:16]([OH:18])=[O:17])=[CH:13][CH:14]=2)[C:9]([C:20]2[C:25]([OH:26])=[CH:24][CH:23]=[CH:22][C:21]=2[F:28])=[N:8][CH:7]=1. (3) Given the reactants C([O:3][C:4]([C:6]1[C:16]2[N:15]3[CH2:17][N:18]=[C:19]([CH3:20])[C:14]3=[CH:13][C:12]3[CH:21]=[N:22][CH:23]=[N:24][C:11]=3[C:10]=2[CH:9]=[CH:8][CH:7]=1)=[O:5])C.[OH-].[Na+].O.Cl, predict the reaction product. The product is: [CH3:20][C:19]1[C:14]2=[CH:13][C:12]3[CH:21]=[N:22][CH:23]=[N:24][C:11]=3[C:10]3[CH:9]=[CH:8][CH:7]=[C:6]([C:4]([OH:5])=[O:3])[C:16]=3[N:15]2[CH2:17][N:18]=1. (4) Given the reactants FC(F)(F)[C:3]([C:5]1[C:13]2[C:8](=[C:9]([O:14][C:15]([F:18])([F:17])[F:16])[CH:10]=[CH:11][CH:12]=2)[N:7]([CH2:19][CH2:20][O:21][CH3:22])[CH:6]=1)=[O:4].[OH-:25].[Na+], predict the reaction product. The product is: [CH3:22][O:21][CH2:20][CH2:19][N:7]1[C:8]2[C:13](=[CH:12][CH:11]=[CH:10][C:9]=2[O:14][C:15]([F:18])([F:17])[F:16])[C:5]([C:3]([OH:4])=[O:25])=[CH:6]1. (5) The product is: [C:6]1([CH2:5][O:4][CH2:3][C:2]2[CH:12]=[CH:28][CH:29]=[CH:24][C:25]=2[CH2:26][CH2:27][NH2:30])[CH:7]=[CH:8][CH:9]=[CH:10][CH:11]=1. Given the reactants N(C(OC(C)(C)C)=O)[C@H:2]([C:12](O)=O)[CH2:3][O:4][CH2:5][C:6]1[CH:11]=[CH:10][CH:9]=[CH:8][CH:7]=1.Cl.F[C:24]1[CH:29]=[CH:28][C:27]([N:30]2C3C(=CC(I)=CC=3)C=N2)=[CH:26][CH:25]=1, predict the reaction product. (6) Given the reactants [F:1][C:2]1[CH:11]=[C:10]2[C:5]([CH2:6][CH2:7][N:8]([S:12]([CH3:15])(=[O:14])=[O:13])[CH2:9]2)=[CH:4][C:3]=1[OH:16].CS(O[CH2:22][CH2:23][CH2:24][C:25]1[CH:30]=[CH:29][C:28]([C:31]2[N:36]=[CH:35][C:34]([CH2:37][CH3:38])=[CH:33][N:32]=2)=[CH:27][CH:26]=1)(=O)=O.S(O)(=O)(=O)C, predict the reaction product. The product is: [CH2:37]([C:34]1[CH:35]=[N:36][C:31]([C:28]2[CH:27]=[CH:26][C:25]([CH2:24][CH2:23][CH2:22][O:16][C:3]3[CH:4]=[C:5]4[C:10](=[CH:11][C:2]=3[F:1])[CH2:9][N:8]([S:12]([CH3:15])(=[O:13])=[O:14])[CH2:7][CH2:6]4)=[CH:30][CH:29]=2)=[N:32][CH:33]=1)[CH3:38]. (7) Given the reactants [CH2:1]([N:8]1[CH2:12][CH:11]2[C:13](=O)[NH:14][C:15](=O)[CH:10]2[CH2:9]1)[C:2]1[CH:7]=[CH:6][CH:5]=[CH:4][CH:3]=1.[H-].[H-].[H-].[H-].[Li+].[Al+3], predict the reaction product. The product is: [CH2:1]([N:8]1[CH2:9][CH:10]2[CH:11]([CH2:13][NH:14][CH2:15]2)[CH2:12]1)[C:2]1[CH:7]=[CH:6][CH:5]=[CH:4][CH:3]=1. (8) Given the reactants [Cl:1][C:2]1[C:3]([CH3:29])=[C:4]([C:10]2[CH:14]=[CH:13][N:12]([CH2:15][C@@H:16]([NH:18][C:19]([C:21]3[N:22]=[C:23]([CH:26]([OH:28])[CH3:27])[S:24][CH:25]=3)=[O:20])[CH3:17])[N:11]=2)[CH:5]=[CH:6][C:7]=1[C:8]#[N:9].[C:30](OC(=O)C)(=[O:32])[CH3:31], predict the reaction product. The product is: [C:30]([O:28][CH:26]([C:23]1[S:24][CH:25]=[C:21]([C:19](=[O:20])[NH:18][C@@H:16]([CH3:17])[CH2:15][N:12]2[CH:13]=[CH:14][C:10]([C:4]3[CH:5]=[CH:6][C:7]([C:8]#[N:9])=[C:2]([Cl:1])[C:3]=3[CH3:29])=[N:11]2)[N:22]=1)[CH3:27])(=[O:32])[CH3:31]. (9) Given the reactants [OH:1][C:2]1[C:11]2[C:6](=[CH:7][CH:8]=[C:9]([C:12]([O:14][CH2:15][C:16]3[CH:21]=[CH:20]C(S(C)(=O)=O)=[CH:18][CH:17]=3)=[O:13])[CH:10]=2)[CH:5]=[CH:4][C:3]=1[CH2:26][C:27]1[CH:35]=[CH:34][C:30]([C:31]([OH:33])=[O:32])=[CH:29][CH:28]=1.OC1C2C(=CC=C(C(OCC3C=CC(S(O)(=O)=O)=CC=3)=O)C=2)C=CC=1CC1C=CC([C:66]([OH:68])=O)=CC=1.OC1C2C(=CC=C(C(OCC3C=CC(S(=O)(=O)[NH2:93])=CC=3)=O)C=2)C=CC=1CC1C=CC(C(O)=O)=CC=1.N1(S(C2C=CC(COC(C3C=C4C(C=CC(CC5C=CC(C(O)=O)=CC=5)=C4O)=CC=3)=O)=CC=2)(=O)=O)CC1.CN(C)S(C1C=CC(COC(C2C=C3C(C=CC(CC4C=CC(C(O)=O)=CC=4)=C3O)=CC=2)=O)=CC=1)(=O)=O.OC1C2C(=CC=C(C(OCC3C=CC(C)=CC=3)=O)C=2)C=CC=1CC1C=CC(C(O)=O)=CC=1.OC1C2C(=CC=C(C(OCC3C=CC(C(F)(F)F)=CC=3)=O)C=2)C=CC=1CC1C=CC(C(O)=O)=CC=1.CN(C)C1C=CC(COC(C2C=C3C(C=CC(CC4C=CC(C(O)=O)=CC=4)=C3O)=CC=2)=O)=CC=1.FC1C=CC(COC(C2C=C3C(C=CC(CC4C=CC(C(O)=O)=CC=4)=C3O)=CC=2)=O)=CC=1.ClC1C=CC(COC(C2C=C3C(C=CC(CC4C=CC(C(O)=O)=CC=4)=C3O)=CC=2)=O)=CC=1.BrC1C=CC(COC(C2C=C3C(C=CC(CC4C=CC(C(O)=O)=CC=4)=C3O)=CC=2)=O)=CC=1.OC1C2C(=CC=C(C(OCC3C=CC(I)=CC=3)=O)C=2)C=CC=1CC1C=CC(C(O)=O)=CC=1, predict the reaction product. The product is: [OH:1][C:2]1[C:11]2[C:6](=[CH:7][CH:8]=[C:9]([C:12]([O:14][CH2:15][C:16]3[CH:21]=[CH:20][N:93]=[C:18]([O:68][CH3:66])[CH:17]=3)=[O:13])[CH:10]=2)[CH:5]=[CH:4][C:3]=1[CH2:26][C:27]1[CH:28]=[CH:29][C:30]([C:31]([OH:33])=[O:32])=[CH:34][CH:35]=1.